Dataset: Forward reaction prediction with 1.9M reactions from USPTO patents (1976-2016). Task: Predict the product of the given reaction. (1) Given the reactants [Cl:1][C:2]1[S:6][C:5]([C:7]2[N:11]([C:12]3[CH:17]=[CH:16][C:15]([Cl:18])=[CH:14][C:13]=3[Cl:19])[N:10]=[C:9]([C:20](Cl)=[O:21])[C:8]=2[CH3:23])=[CH:4][CH:3]=1.[Cl:24][C:25]1[CH:33]=[CH:32][C:28]([C:29]([NH2:31])=[O:30])=[CH:27][CH:26]=1.C[Si]([N-][Si](C)(C)C)(C)C.[Li+], predict the reaction product. The product is: [Cl:24][C:25]1[CH:33]=[CH:32][C:28]([C:29]([NH:31][C:20]([C:9]2[C:8]([CH3:23])=[C:7]([C:5]3[S:6][C:2]([Cl:1])=[CH:3][CH:4]=3)[N:11]([C:12]3[CH:17]=[CH:16][C:15]([Cl:18])=[CH:14][C:13]=3[Cl:19])[N:10]=2)=[O:21])=[O:30])=[CH:27][CH:26]=1. (2) Given the reactants Br[CH2:2][C:3]([C:5]1[CH:10]=[CH:9][CH:8]=[C:7]([O:11][CH:12]([CH3:14])[CH3:13])[CH:6]=1)=[O:4].[CH3:15][O:16][CH2:17][O:18][C:19]1[CH:23]=[C:22]([C:24]2[CH:29]=[CH:28][C:27]([OH:30])=[CH:26][CH:25]=2)[O:21][N:20]=1.C(=O)([O-])[O-].[K+].[K+], predict the reaction product. The product is: [CH3:13][CH:12]([O:11][C:7]1[CH:6]=[C:5]([C:3](=[O:4])[CH2:2][O:30][C:27]2[CH:26]=[CH:25][C:24]([C:22]3[O:21][N:20]=[C:19]([O:18][CH2:17][O:16][CH3:15])[CH:23]=3)=[CH:29][CH:28]=2)[CH:10]=[CH:9][CH:8]=1)[CH3:14].